This data is from Reaction yield outcomes from USPTO patents with 853,638 reactions. The task is: Predict the reaction yield, written as a fraction of the theoretical maximum amount of product (1.0 means a 100% yield; for example, 0.34 means a 34% yield). The reactants are [C:1]([NH:5][C:6]1[N:11]=[C:10]([C:12]#[C:13][Si](C)(C)C)[CH:9]=[CH:8][N:7]=1)([CH3:4])([CH3:3])[CH3:2].[OH-].[K+]. The catalyst is CO. The product is [C:1]([NH:5][C:6]1[N:11]=[C:10]([C:12]#[CH:13])[CH:9]=[CH:8][N:7]=1)([CH3:4])([CH3:3])[CH3:2]. The yield is 0.900.